Dataset: NCI-60 drug combinations with 297,098 pairs across 59 cell lines. Task: Regression. Given two drug SMILES strings and cell line genomic features, predict the synergy score measuring deviation from expected non-interaction effect. Drug 1: CNC(=O)C1=NC=CC(=C1)OC2=CC=C(C=C2)NC(=O)NC3=CC(=C(C=C3)Cl)C(F)(F)F. Drug 2: CN(CCCl)CCCl.Cl. Cell line: SW-620. Synergy scores: CSS=18.2, Synergy_ZIP=-10.6, Synergy_Bliss=-26.0, Synergy_Loewe=-32.6, Synergy_HSA=-27.6.